This data is from Forward reaction prediction with 1.9M reactions from USPTO patents (1976-2016). The task is: Predict the product of the given reaction. (1) Given the reactants [CH3:1][C:2]1[CH:3]=[C:4]([CH:42]=[CH:43][CH:44]=1)[CH2:5][N:6]1[CH:10]=[C:9]([C:11]2[C:19]3[C:14](=[N:15][CH:16]=[C:17]([C:20]4[CH:25]=[CH:24][C:23]([N:26]5[CH2:31][CH2:30][NH:29][CH2:28][CH2:27]5)=[CH:22][CH:21]=4)[CH:18]=3)[N:13]([S:32]([C:35]3[CH:41]=[CH:40][C:38]([CH3:39])=[CH:37][CH:36]=3)(=[O:34])=[O:33])[CH:12]=2)[CH:8]=[N:7]1.[CH3:45][C@H:46]1[CH2:48][O:47]1.CCN(C(C)C)C(C)C, predict the reaction product. The product is: [CH3:1][C:2]1[CH:3]=[C:4]([CH:42]=[CH:43][CH:44]=1)[CH2:5][N:6]1[CH:10]=[C:9]([C:11]2[C:19]3[C:14](=[N:15][CH:16]=[C:17]([C:20]4[CH:21]=[CH:22][C:23]([N:26]5[CH2:27][CH2:28][N:29]([CH2:45][C@@H:46]([OH:47])[CH3:48])[CH2:30][CH2:31]5)=[CH:24][CH:25]=4)[CH:18]=3)[N:13]([S:32]([C:35]3[CH:41]=[CH:40][C:38]([CH3:39])=[CH:37][CH:36]=3)(=[O:34])=[O:33])[CH:12]=2)[CH:8]=[N:7]1. (2) Given the reactants [H-].[Na+].[CH2:3]([O:10][C@H:11]1[C@H:16]([O:17][CH2:18][C:19]2[CH:24]=[CH:23][CH:22]=[CH:21][CH:20]=2)[C@@H:15]([O:25][CH2:26][C:27]2[CH:32]=[CH:31][CH:30]=[CH:29][CH:28]=2)[C@H:14]([C:33]2[CH:38]=[CH:37][C:36]([Cl:39])=[C:35]([CH2:40][C:41]3[CH:46]=[CH:45][C:44]([CH2:47][CH3:48])=[CH:43][CH:42]=3)[CH:34]=2)[C@@H:13]([OH:49])[C@@H:12]1[CH2:50][O:51][CH2:52][C:53]1[CH:58]=[CH:57][CH:56]=[CH:55][CH:54]=1)[C:4]1[CH:9]=[CH:8][CH:7]=[CH:6][CH:5]=1.CI.[NH4+].[Cl-].Cl[C:64]1C=CC([C@@H]2[C@@H](OC)[C@H](CO)[C@@H](O)[C@H](O)[C@H]2O)=CC=1CC1C=CC(CC)=CC=1, predict the reaction product. The product is: [CH2:26]([O:25][C@@H:15]1[C@@H:16]([O:17][CH2:18][C:19]2[CH:20]=[CH:21][CH:22]=[CH:23][CH:24]=2)[C@H:11]([O:10][CH2:3][C:4]2[CH:9]=[CH:8][CH:7]=[CH:6][CH:5]=2)[C@@H:12]([CH2:50][O:51][CH2:52][C:53]2[CH:54]=[CH:55][CH:56]=[CH:57][CH:58]=2)[C@H:13]([O:49][CH3:64])[C@H:14]1[C:33]1[CH:38]=[CH:37][C:36]([Cl:39])=[C:35]([CH2:40][C:41]2[CH:42]=[CH:43][C:44]([CH2:47][CH3:48])=[CH:45][CH:46]=2)[CH:34]=1)[C:27]1[CH:32]=[CH:31][CH:30]=[CH:29][CH:28]=1.